This data is from Forward reaction prediction with 1.9M reactions from USPTO patents (1976-2016). The task is: Predict the product of the given reaction. (1) The product is: [C:1]([O:5][C:6]1[C:7]([CH2:12][N:27]2[CH2:28][CH2:29][CH:24]([CH2:23][S:21]([C:16]3[CH:17]=[CH:18][CH:19]=[CH:20][C:15]=3[F:14])=[O:22])[CH2:25][CH2:26]2)=[N:8][CH:9]=[CH:10][N:11]=1)([CH3:4])([CH3:3])[CH3:2]. Given the reactants [C:1]([O:5][C:6]1[C:7]([CH:12]=O)=[N:8][CH:9]=[CH:10][N:11]=1)([CH3:4])([CH3:3])[CH3:2].[F:14][C:15]1[CH:20]=[CH:19][CH:18]=[CH:17][C:16]=1[S:21]([CH2:23][CH:24]1[CH2:29][CH2:28][NH:27][CH2:26][CH2:25]1)=[O:22].C(O[BH-](OC(=O)C)OC(=O)C)(=O)C.[Na+].[OH-].[Na+], predict the reaction product. (2) Given the reactants [Br:1][C:2]1[CH:3]=[CH:4][C:5](F)=[C:6]([N+:8]([O-])=O)[CH:7]=1.[NH2:12][C:13]1[CH:21]=[CH:20][CH:19]=[CH:18][C:14]=1[C:15](O)=[O:16], predict the reaction product. The product is: [Br:1][C:2]1[CH:3]=[CH:4][C:5]2[NH:12][C:13]3[CH:21]=[CH:20][CH:19]=[CH:18][C:14]=3[C:15](=[O:16])[NH:8][C:6]=2[CH:7]=1. (3) Given the reactants [Cl:1][C:2]1[C:3]([O:12][CH2:13][C:14]23[CH2:23][CH:18]4[CH2:19][CH:20]([CH2:22][C:16]([CH2:24][OH:25])([CH2:17]4)[CH2:15]2)[CH2:21]3)=[CH:4][C:5]([F:11])=[C:6]([CH:10]=1)[C:7]([OH:9])=[O:8].CO.[CH2:28](N=C=NCCCN(C)C)C, predict the reaction product. The product is: [Cl:1][C:2]1[C:3]([O:12][CH2:13][C:14]23[CH2:23][CH:18]4[CH2:19][CH:20]([CH2:22][C:16]([CH2:24][OH:25])([CH2:17]4)[CH2:15]2)[CH2:21]3)=[CH:4][C:5]([F:11])=[C:6]([CH:10]=1)[C:7]([O:9][CH3:28])=[O:8]. (4) Given the reactants Br[CH:2]([CH3:9])[C:3](=O)[C:4]([O:6][CH3:7])=[O:5].[CH3:10][CH:11]([CH3:15])[C:12](=[S:14])[NH2:13], predict the reaction product. The product is: [CH:11]([C:12]1[S:14][C:2]([CH3:9])=[C:3]([C:4]([O:6][CH3:7])=[O:5])[N:13]=1)([CH3:15])[CH3:10]. (5) Given the reactants [NH2:1][C:2]([CH3:15])([CH3:14])[CH2:3][C:4]1[CH:5]=[C:6]([CH:11]=[CH:12][CH:13]=1)[C:7]([O:9][CH3:10])=[O:8].[CH2:16]([O:23][C:24]1[CH:25]=[CH:26][C:27]([C@@H:35]([O:38][Si:39]([C:42]([CH3:45])([CH3:44])[CH3:43])([CH3:41])[CH3:40])[CH2:36]Br)=[C:28]2[C:33]=1[NH:32][C:31](=[O:34])[CH:30]=[CH:29]2)[C:17]1[CH:22]=[CH:21][CH:20]=[CH:19][CH:18]=1, predict the reaction product. The product is: [CH2:16]([O:23][C:24]1[CH:25]=[CH:26][C:27]([C@@H:35]([O:38][Si:39]([C:42]([CH3:43])([CH3:45])[CH3:44])([CH3:41])[CH3:40])[CH2:36][NH:1][C:2]([CH3:15])([CH3:14])[CH2:3][C:4]2[CH:5]=[C:6]([CH:11]=[CH:12][CH:13]=2)[C:7]([O:9][CH3:10])=[O:8])=[C:28]2[C:33]=1[NH:32][C:31](=[O:34])[CH:30]=[CH:29]2)[C:17]1[CH:18]=[CH:19][CH:20]=[CH:21][CH:22]=1.